From a dataset of NCI-60 drug combinations with 297,098 pairs across 59 cell lines. Regression. Given two drug SMILES strings and cell line genomic features, predict the synergy score measuring deviation from expected non-interaction effect. (1) Drug 1: CC1=C(N=C(N=C1N)C(CC(=O)N)NCC(C(=O)N)N)C(=O)NC(C(C2=CN=CN2)OC3C(C(C(C(O3)CO)O)O)OC4C(C(C(C(O4)CO)O)OC(=O)N)O)C(=O)NC(C)C(C(C)C(=O)NC(C(C)O)C(=O)NCCC5=NC(=CS5)C6=NC(=CS6)C(=O)NCCC[S+](C)C)O. Drug 2: C1C(C(OC1N2C=NC3=C2NC=NCC3O)CO)O. Cell line: A549. Synergy scores: CSS=55.2, Synergy_ZIP=5.13, Synergy_Bliss=7.08, Synergy_Loewe=-5.89, Synergy_HSA=7.73. (2) Drug 1: CC1=C(C(CCC1)(C)C)C=CC(=CC=CC(=CC(=O)O)C)C. Drug 2: C1CC(C1)(C(=O)O)C(=O)O.[NH2-].[NH2-].[Pt+2]. Cell line: HT29. Synergy scores: CSS=14.1, Synergy_ZIP=-1.26, Synergy_Bliss=-0.00192, Synergy_Loewe=-1.34, Synergy_HSA=1.67. (3) Drug 1: CNC(=O)C1=NC=CC(=C1)OC2=CC=C(C=C2)NC(=O)NC3=CC(=C(C=C3)Cl)C(F)(F)F. Drug 2: CC(C)CN1C=NC2=C1C3=CC=CC=C3N=C2N. Cell line: OVCAR3. Synergy scores: CSS=-7.31, Synergy_ZIP=3.97, Synergy_Bliss=-1.66, Synergy_Loewe=-9.08, Synergy_HSA=-10.7. (4) Drug 1: CC1OCC2C(O1)C(C(C(O2)OC3C4COC(=O)C4C(C5=CC6=C(C=C35)OCO6)C7=CC(=C(C(=C7)OC)O)OC)O)O. Drug 2: CC(C)(C#N)C1=CC=C(C=C1)N2C3=C4C=C(C=CC4=NC=C3N(C2=O)C)C5=CC6=CC=CC=C6N=C5. Cell line: HCT116. Synergy scores: CSS=73.1, Synergy_ZIP=2.03, Synergy_Bliss=1.90, Synergy_Loewe=1.64, Synergy_HSA=6.13. (5) Drug 1: CC1=C(C(CCC1)(C)C)C=CC(=CC=CC(=CC(=O)O)C)C. Drug 2: CC1CCC2CC(C(=CC=CC=CC(CC(C(=O)C(C(C(=CC(C(=O)CC(OC(=O)C3CCCCN3C(=O)C(=O)C1(O2)O)C(C)CC4CCC(C(C4)OC)OCCO)C)C)O)OC)C)C)C)OC. Cell line: A498. Synergy scores: CSS=1.81, Synergy_ZIP=-3.17, Synergy_Bliss=-2.27, Synergy_Loewe=-3.54, Synergy_HSA=-2.99. (6) Drug 1: CC=C1C(=O)NC(C(=O)OC2CC(=O)NC(C(=O)NC(CSSCCC=C2)C(=O)N1)C(C)C)C(C)C. Drug 2: COCCOC1=C(C=C2C(=C1)C(=NC=N2)NC3=CC=CC(=C3)C#C)OCCOC.Cl. Cell line: HOP-92. Synergy scores: CSS=52.3, Synergy_ZIP=-1.02, Synergy_Bliss=-1.49, Synergy_Loewe=-2.86, Synergy_HSA=-1.24. (7) Drug 1: CC1=C2C(C(=O)C3(C(CC4C(C3C(C(C2(C)C)(CC1OC(=O)C(C(C5=CC=CC=C5)NC(=O)OC(C)(C)C)O)O)OC(=O)C6=CC=CC=C6)(CO4)OC(=O)C)OC)C)OC. Drug 2: CN(C)N=NC1=C(NC=N1)C(=O)N. Cell line: KM12. Synergy scores: CSS=46.9, Synergy_ZIP=3.05, Synergy_Bliss=-0.769, Synergy_Loewe=-9.68, Synergy_HSA=2.75.